From a dataset of Catalyst prediction with 721,799 reactions and 888 catalyst types from USPTO. Predict which catalyst facilitates the given reaction. (1) Reactant: Cl[C:2]1[N:3]=[C:4]([N:22]2[CH2:27][CH2:26][O:25][CH2:24][CH2:23]2)[C:5]2[CH2:11][CH2:10][N:9]([C:12]([O:14][C:15]([CH3:18])([CH3:17])[CH3:16])=[O:13])[CH:8]([CH2:19][C:20]#[N:21])[C:6]=2[N:7]=1.B(O)O.[C:31]([O-:34])(=O)C.[K+].[C:36](#[N:38])[CH3:37]. Product: [C:20]([CH2:19][C@@H:8]1[C:6]2[N:7]=[C:2]([C:8]3[CH:19]=[CH:20][C:36]([NH:38][C:31]([NH:3][CH2:4][CH3:5])=[O:34])=[CH:37][CH:6]=3)[N:3]=[C:4]([N:22]3[CH2:27][CH2:26][O:25][CH2:24][CH2:23]3)[C:5]=2[CH2:11][CH2:10][N:9]1[C:12]([O:14][C:15]([CH3:18])([CH3:17])[CH3:16])=[O:13])#[N:21]. The catalyst class is: 257. (2) Reactant: [CH2:1]([O:4][C:5]1[C:16]([O:17][CH3:18])=[C:15]([NH:19][C:20](=[O:61])[C:21]2[CH:26]=[CH:25][C:24]([NH:27][C:28](=[O:54])[C:29]3[CH:34]=[CH:33][C:32]([NH:35][C:36](=[O:53])[C@@H:37]([NH:41][C:42](=[O:52])[C:43]4[CH:48]=[CH:47][C:46]([N+:49]([O-])=O)=[CH:45][CH:44]=4)[CH2:38][C:39]#[N:40])=[CH:31][CH:30]=3)=[C:23]([O:55][CH3:56])[C:22]=2[O:57][CH2:58][CH:59]=[CH2:60])[CH:14]=[CH:13][C:6]=1[C:7]([O:9][CH2:10][CH:11]=[CH2:12])=[O:8])[CH:2]=[CH2:3].Cl[Sn]Cl. Product: [CH2:1]([O:4][C:5]1[C:16]([O:17][CH3:18])=[C:15]([NH:19][C:20](=[O:61])[C:21]2[CH:26]=[CH:25][C:24]([NH:27][C:28](=[O:54])[C:29]3[CH:34]=[CH:33][C:32]([NH:35][C:36](=[O:53])[C@@H:37]([NH:41][C:42](=[O:52])[C:43]4[CH:48]=[CH:47][C:46]([NH2:49])=[CH:45][CH:44]=4)[CH2:38][C:39]#[N:40])=[CH:31][CH:30]=3)=[C:23]([O:55][CH3:56])[C:22]=2[O:57][CH2:58][CH:59]=[CH2:60])[CH:14]=[CH:13][C:6]=1[C:7]([O:9][CH2:10][CH:11]=[CH2:12])=[O:8])[CH:2]=[CH2:3]. The catalyst class is: 14. (3) Product: [N+:17]([C:8]1[C:9]2[C:14](=[CH:13][CH:12]=[CH:11][CH:10]=2)[CH:15]=[CH:16][C:7]=1[NH:32][CH2:31][CH2:30][NH:29][C:27](=[O:28])[O:26][C:22]([CH3:24])([CH3:23])[CH3:25])([O-:19])=[O:18]. The catalyst class is: 6. Reactant: FC(F)(F)S(O[C:7]1[CH:16]=[CH:15][C:14]2[C:9](=[CH:10][CH:11]=[CH:12][CH:13]=2)[C:8]=1[N+:17]([O-:19])=[O:18])(=O)=O.[C:22]([O:26][C:27]([NH:29][CH2:30][CH2:31][NH2:32])=[O:28])([CH3:25])([CH3:24])[CH3:23].C(=O)([O-])[O-].[K+].[K+].C1(C)C=CC=CC=1. (4) Reactant: [NH2:1][OH:2].Cl.C([O-])([O-])=O.[Na+].[Na+].OC1[C:12]([C:37]#[N:38])=[N:13][C:14]([CH2:17][CH2:18][CH2:19][CH2:20][CH2:21][NH:22][C:23]2[C:24]3[C:29]([N:30]=[C:31]4[C:36]=2[CH2:35][CH2:34][CH2:33][CH2:32]4)=[CH:28][CH:27]=[CH:26][CH:25]=3)=[CH:15][CH:16]=1.C(Cl)Cl.[CH3:42][OH:43]. Product: [OH:2][N:1]=[C:37]([C:12]1[C:42]([OH:43])=[CH:16][CH:15]=[C:14]([CH2:17][CH2:18][CH2:19][CH2:20][CH2:21][NH:22][C:23]2[C:24]3[C:29]([N:30]=[C:31]4[C:36]=2[CH2:35][CH2:34][CH2:33][CH2:32]4)=[CH:28][CH:27]=[CH:26][CH:25]=3)[N:13]=1)[NH2:38]. The catalyst class is: 6. (5) Reactant: [CH3:1][N:2]1[C:6]([C:7]2[S:8][CH:9]=[C:10]([C:12]([OH:14])=O)[N:11]=2)=[CH:5][CH:4]=[N:3]1.[NH2:15][C@@H:16]([CH2:29][C:30]1[CH:35]=[CH:34][CH:33]=[C:32]([F:36])[CH:31]=1)[CH2:17][N:18]1[C:26](=[O:27])[C:25]2[C:20](=[CH:21][CH:22]=[CH:23][CH:24]=2)[C:19]1=[O:28].C(N(CC)C(C)C)(C)C.F[P-](F)(F)(F)(F)F.Br[P+](N1CCCC1)(N1CCCC1)N1CCCC1. Product: [O:28]=[C:19]1[C:20]2[C:25](=[CH:24][CH:23]=[CH:22][CH:21]=2)[C:26](=[O:27])[N:18]1[CH2:17][C@@H:16]([NH:15][C:12]([C:10]1[N:11]=[C:7]([C:6]2[N:2]([CH3:1])[N:3]=[CH:4][CH:5]=2)[S:8][CH:9]=1)=[O:14])[CH2:29][C:30]1[CH:35]=[CH:34][CH:33]=[C:32]([F:36])[CH:31]=1. The catalyst class is: 4. (6) Product: [CH3:12][C:11]1[N:8]=[C:5]2[CH:4]=[CH:3][C:2]([CH3:1])=[N:7][N:6]2[CH:10]=1. Reactant: [CH3:1][C:2]1[N:7]=[N:6][C:5]([NH2:8])=[CH:4][CH:3]=1.Cl[CH2:10][C:11](=O)[CH3:12].C([O-])(O)=O.[Na+]. The catalyst class is: 8.